From a dataset of Full USPTO retrosynthesis dataset with 1.9M reactions from patents (1976-2016). Predict the reactants needed to synthesize the given product. (1) Given the product [CH3:1][CH2:2][CH2:3][NH:4][C@@H:5]1[CH2:14][C:9]2[S:10][C:11]([NH2:13])=[N:12][C:8]=2[CH2:7][CH2:6]1.[ClH:15], predict the reactants needed to synthesize it. The reactants are: [CH3:1][CH2:2][CH2:3][NH:4][C@@H:5]1[CH2:14][C:9]2[S:10][C:11]([NH2:13])=[N:12][C:8]=2[CH2:7][CH2:6]1.[ClH:15]. (2) Given the product [Br:1][C:2]1[CH:3]=[CH:4][C:5]([N:14]2[CH2:13][CH2:12][N:11]([C:17]([O:19][C:20]([CH3:23])([CH3:22])[CH3:21])=[O:18])[CH2:16][CH2:15]2)=[C:6]([C:7]#[N:8])[CH:9]=1, predict the reactants needed to synthesize it. The reactants are: [Br:1][C:2]1[CH:3]=[CH:4][C:5](F)=[C:6]([CH:9]=1)[C:7]#[N:8].[N:11]1([C:17]([O:19][C:20]([CH3:23])([CH3:22])[CH3:21])=[O:18])[CH2:16][CH2:15][NH:14][CH2:13][CH2:12]1.C(N(CC)CC)C. (3) Given the product [F:9][C:10]1[CH:15]=[CH:14][C:13]2[NH:16][C:6]3[CH:5]=[CH:4][NH:3][C:2](=[O:1])[C:7]=3[C:12]=2[CH:11]=1, predict the reactants needed to synthesize it. The reactants are: [OH:1][C:2]1[CH:7]=[C:6](O)[CH:5]=[CH:4][N:3]=1.[F:9][C:10]1[CH:15]=[CH:14][C:13]([NH:16]N)=[CH:12][CH:11]=1.C(O)(C)C.C1(C)C=CC=CC=1. (4) Given the product [F:1][C:2]1[CH:3]=[C:4]([C@H:8]2[CH2:9][O:10][C@@H:11]([CH3:14])[CH2:12][N:13]2[C:16]2[N:17]=[CH:18][C:19]3[O:20][CH2:21][C:22](=[O:26])[NH:23][C:24]=3[N:25]=2)[CH:5]=[CH:6][CH:7]=1, predict the reactants needed to synthesize it. The reactants are: [F:1][C:2]1[CH:3]=[C:4]([C@H:8]2[NH:13][CH2:12][C@@H:11]([CH3:14])[O:10][CH2:9]2)[CH:5]=[CH:6][CH:7]=1.Cl[C:16]1[N:17]=[CH:18][C:19]2[O:20][CH2:21][C:22](=[O:26])[NH:23][C:24]=2[N:25]=1. (5) Given the product [CH:16]1([CH2:19][N:7]2[CH:8]=[CH:9][CH:10]=[CH:11][C:6]2=[N:5][C:3](=[O:4])[C:2]([F:1])([F:12])[F:13])[CH2:18][CH2:17]1, predict the reactants needed to synthesize it. The reactants are: [F:1][C:2]([F:13])([F:12])[C:3]([NH:5][C:6]1[CH:11]=[CH:10][CH:9]=[CH:8][N:7]=1)=[O:4].[H-].[Na+].[CH:16]1([CH2:19]Br)[CH2:18][CH2:17]1.O.